This data is from Forward reaction prediction with 1.9M reactions from USPTO patents (1976-2016). The task is: Predict the product of the given reaction. (1) Given the reactants Br[C:2]1[CH:3]=[C:4]2[C:8](=[CH:9][CH:10]=1)[NH:7][C:6]([C:11]([NH2:13])=[O:12])=[C:5]2[S:14]([N:17]1[CH2:21][CH2:20][CH2:19][CH2:18]1)(=[O:16])=[O:15].[CH:22](B(O)O)=[CH2:23], predict the reaction product. The product is: [N:17]1([S:14]([C:5]2[C:4]3[C:8](=[CH:9][CH:10]=[C:2]([CH:22]=[CH2:23])[CH:3]=3)[NH:7][C:6]=2[C:11]([NH2:13])=[O:12])(=[O:16])=[O:15])[CH2:21][CH2:20][CH2:19][CH2:18]1. (2) The product is: [C:1]1([S:7]([C:10]2([CH2:13][CH:14]([OH:15])[CH2:16][N:26]3[CH2:25][C:24]([CH3:23])=[C:29]([CH3:30])[CH2:28][CH2:27]3)[CH2:12][CH2:11]2)(=[O:9])=[O:8])[CH:6]=[CH:5][CH:4]=[CH:3][CH:2]=1. Given the reactants [C:1]1([S:7]([C:10]2([CH2:13][CH:14]3[CH2:16][O:15]3)[CH2:12][CH2:11]2)(=[O:9])=[O:8])[CH:6]=[CH:5][CH:4]=[CH:3][CH:2]=1.C(=O)([O-])[O-].[K+].[K+].[CH3:23][C:24]1[CH2:25][NH:26][CH2:27][CH2:28][C:29]=1[CH3:30], predict the reaction product. (3) Given the reactants [CH2:1]([C@H:8]1[CH2:12][O:11][C:10](=[O:13])[N:9]1[C:14](=[O:44])[CH2:15][C@@H:16]([C:22]1[CH:43]=[CH:42][C:25]([O:26][CH2:27][C:28]2[CH:29]=[C:30]([NH:34]C(=O)OC(C)(C)C)[CH:31]=[CH:32][CH:33]=2)=[CH:24][CH:23]=1)[C:17]1[CH:21]=[CH:20][O:19][N:18]=1)[C:2]1[CH:7]=[CH:6][CH:5]=[CH:4][CH:3]=1.C(O)(C(F)(F)F)=O, predict the reaction product. The product is: [NH2:34][C:30]1[CH:29]=[C:28]([CH:33]=[CH:32][CH:31]=1)[CH2:27][O:26][C:25]1[CH:42]=[CH:43][C:22]([C@@H:16]([C:17]2[CH:21]=[CH:20][O:19][N:18]=2)[CH2:15][C:14]([N:9]2[C@@H:8]([CH2:1][C:2]3[CH:7]=[CH:6][CH:5]=[CH:4][CH:3]=3)[CH2:12][O:11][C:10]2=[O:13])=[O:44])=[CH:23][CH:24]=1. (4) Given the reactants C1C=CN=CC=1.F.[Si]([O:15][CH2:16][C:17]1[CH:18]=[C:19]2[C:24](=[N:25][C:26]=1[CH:27]([O:30][CH3:31])[O:28][CH3:29])[N:23]([C:32]([NH:34][C:35]1[CH:40]=[C:39]([O:41][CH:42]([CH3:44])[CH3:43])[C:38]([C:45]#[N:46])=[CH:37][N:36]=1)=[O:33])[CH2:22][CH2:21][CH2:20]2)(C(C)(C)C)(C)C, predict the reaction product. The product is: [C:45]([C:38]1[C:39]([O:41][CH:42]([CH3:44])[CH3:43])=[CH:40][C:35]([NH:34][C:32]([N:23]2[C:24]3[C:19](=[CH:18][C:17]([CH2:16][OH:15])=[C:26]([CH:27]([O:30][CH3:31])[O:28][CH3:29])[N:25]=3)[CH2:20][CH2:21][CH2:22]2)=[O:33])=[N:36][CH:37]=1)#[N:46]. (5) Given the reactants [CH3:1][O:2][C:3]1[CH:10]=[CH:9][C:6](NC)=[CH:5][CH:4]=1.[CH2:11]([N:13]([CH:17](C)C)C(C)C)C.ClC(Cl)([O:23]C(=O)OC(Cl)(Cl)Cl)Cl.[Br:32][C:33]1[CH:38]=[CH:37][C:36]([C:39]([CH:41]2[CH2:46][CH2:45][NH:44][CH2:43][CH2:42]2)=[O:40])=[CH:35][CH:34]=1, predict the reaction product. The product is: [CH3:1][O:2][C:3]1[CH:4]=[CH:5][C:6]([CH2:17][NH:13][C:11]([N:44]2[CH2:45][CH2:46][CH:41]([C:39](=[O:40])[C:36]3[CH:37]=[CH:38][C:33]([Br:32])=[CH:34][CH:35]=3)[CH2:42][CH2:43]2)=[O:23])=[CH:9][CH:10]=1. (6) The product is: [Cl:1][C:2]1[CH:3]=[CH:4][C:5]([C:8]2([CH3:14])[C:11](=[O:12])[C:10]([CH:15]([C:16]3[CH:21]=[CH:20][CH:19]=[CH:18][CH:17]=3)[C:27]3[NH:28][C:29]4[C:34]([C:26]=3[CH2:25][C:24]([NH:37][C:38](=[O:40])[CH3:39])([CH3:23])[CH3:36])=[CH:33][CH:32]=[C:31]([CH3:35])[CH:30]=4)=[C:9]2[OH:13])=[CH:6][CH:7]=1. Given the reactants [Cl:1][C:2]1[CH:7]=[CH:6][C:5]([C:8]2([CH3:14])[C:11](=[O:12])[CH2:10][C:9]2=[O:13])=[CH:4][CH:3]=1.[CH:15](=O)[C:16]1[CH:21]=[CH:20][CH:19]=[CH:18][CH:17]=1.[CH3:23][C:24]([NH:37][C:38](=[O:40])[CH3:39])([CH3:36])[CH2:25][C:26]1[C:34]2[C:29](=[CH:30][C:31]([CH3:35])=[CH:32][CH:33]=2)[NH:28][CH:27]=1, predict the reaction product.